This data is from Catalyst prediction with 721,799 reactions and 888 catalyst types from USPTO. The task is: Predict which catalyst facilitates the given reaction. (1) Reactant: Cl.[NH2:2][CH2:3][C:4]1[CH:5]=[C:6]([C@@:11]([NH:33][C:34](=[O:46])[C:35]2[CH:40]=[CH:39][C:38]([F:41])=[C:37]([C:42]([F:45])([F:44])[F:43])[CH:36]=2)([C:19]2[CH:24]=[C:23]([O:25][C:26]([F:31])([F:30])[CH:27]([F:29])[F:28])[CH:22]=[C:21]([F:32])[CH:20]=2)[CH2:12][C:13]2[CH:18]=[CH:17][CH:16]=[CH:15][CH:14]=2)[CH:7]=[CH:8][C:9]=1[F:10].[CH3:47][S:48](Cl)(=[O:50])=[O:49].Cl. Product: [F:41][C:38]1[CH:39]=[CH:40][C:35]([C:34]([NH:33][C@:11]([C:6]2[CH:7]=[CH:8][C:9]([F:10])=[C:4]([CH2:3][NH:2][S:48]([CH3:47])(=[O:50])=[O:49])[CH:5]=2)([C:19]2[CH:24]=[C:23]([O:25][C:26]([F:31])([F:30])[CH:27]([F:28])[F:29])[CH:22]=[C:21]([F:32])[CH:20]=2)[CH2:12][C:13]2[CH:14]=[CH:15][CH:16]=[CH:17][CH:18]=2)=[O:46])=[CH:36][C:37]=1[C:42]([F:45])([F:44])[F:43]. The catalyst class is: 2. (2) Reactant: C([O:3][C:4]([C:6]1[CH:11]=[CH:10][C:9]([C:12]2[CH:17]=[C:16]([NH:18][C:19]([CH:21]3[CH2:23][CH2:22]3)=[O:20])[CH:15]=[CH:14][C:13]=2[O:24][CH3:25])=[CH:8][CH:7]=1)=[O:5])C. Product: [CH:21]1([C:19]([NH:18][C:16]2[CH:15]=[CH:14][C:13]([O:24][CH3:25])=[C:12]([C:9]3[CH:10]=[CH:11][C:6]([C:4]([OH:5])=[O:3])=[CH:7][CH:8]=3)[CH:17]=2)=[O:20])[CH2:23][CH2:22]1. The catalyst class is: 494. (3) Reactant: [NH2:1][CH:2]([CH2:12][C:13]1[CH:18]=[CH:17][CH:16]=[C:15]([C:19]([F:22])([F:21])[F:20])[CH:14]=1)[CH:3]([C:5]1[CH:10]=[CH:9][C:8]([F:11])=[CH:7][CH:6]=1)[OH:4].[C:23]1([CH2:29][CH2:30][CH2:31][C:32](O)=[O:33])[CH:28]=[CH:27][CH:26]=[CH:25][CH:24]=1.Cl.C(N=C=NCCCN(C)C)C.ON1C2C=CC=CC=2N=N1. Product: [F:11][C:8]1[CH:7]=[CH:6][C:5]([CH:3]([OH:4])[CH:2]([NH:1][C:32](=[O:33])[CH2:31][CH2:30][CH2:29][C:23]2[CH:28]=[CH:27][CH:26]=[CH:25][CH:24]=2)[CH2:12][C:13]2[CH:18]=[CH:17][CH:16]=[C:15]([C:19]([F:22])([F:20])[F:21])[CH:14]=2)=[CH:10][CH:9]=1. The catalyst class is: 47. (4) Reactant: [CH2:1]([O:3][C:4]([CH:6]1[CH2:11][CH2:10][C:9](=[O:12])[CH2:8][CH2:7]1)=[O:5])[CH3:2].C(C1C=C(C)C=C(C(C)(C)C)N=1)(C)(C)C.[F:28][C:29]([F:42])([F:41])[S:30](O[S:30]([C:29]([F:42])([F:41])[F:28])(=[O:32])=[O:31])(=[O:32])=[O:31].C(=O)([O-])O.[Na+]. Product: [CH2:1]([O:3][C:4]([CH:6]1[CH2:11][CH2:10][C:9]([O:12][S:30]([C:29]([F:42])([F:41])[F:28])(=[O:32])=[O:31])=[CH:8][CH2:7]1)=[O:5])[CH3:2]. The catalyst class is: 4. (5) Reactant: [Cl:1][C:2]1[C:7]([N:8]2[CH2:13][C@H:12]([CH3:14])[O:11][C@H:10]([CH3:15])[CH2:9]2)=[C:6]([CH2:16][OH:17])[N:5]=[C:4]2[C:18]([C:21]3[CH:26]=[CH:25][CH:24]=[CH:23][N:22]=3)=[N:19][O:20][C:3]=12. Product: [Cl:1][C:2]1[C:7]([N:8]2[CH2:13][C@H:12]([CH3:14])[O:11][C@H:10]([CH3:15])[CH2:9]2)=[C:6]([CH:16]=[O:17])[N:5]=[C:4]2[C:18]([C:21]3[CH:26]=[CH:25][CH:24]=[CH:23][N:22]=3)=[N:19][O:20][C:3]=12. The catalyst class is: 327. (6) Reactant: [F:1][C:2]1[CH:16]=[CH:15][C:5]([C:6]([NH:8][CH:9]2[CH2:14][CH2:13][NH:12][CH2:11][CH2:10]2)=[O:7])=[CH:4][CH:3]=1.N1C=CC=CC=1.[CH3:23][S:24](Cl)(=[O:26])=[O:25].O. Product: [F:1][C:2]1[CH:16]=[CH:15][C:5]([C:6]([NH:8][CH:9]2[CH2:14][CH2:13][N:12]([S:24]([CH3:23])(=[O:26])=[O:25])[CH2:11][CH2:10]2)=[O:7])=[CH:4][CH:3]=1. The catalyst class is: 4. (7) Reactant: [NH2:1][CH2:2][CH2:3][CH2:4][CH2:5][N:6]1[C:11]2[CH:12]=[C:13]([CH2:16][O:17][CH:18]3[CH:23]([C:24]4[CH:29]=[CH:28][C:27]([O:30][CH2:31][CH2:32][CH2:33][O:34][CH2:35][C:36]5[CH:41]=[CH:40][CH:39]=[CH:38][C:37]=5[O:42][CH3:43])=[CH:26][CH:25]=4)[CH2:22][CH2:21][N:20]([C:44]([O:46][CH2:47][C:48]4[CH:53]=[CH:52][CH:51]=[CH:50][CH:49]=4)=[O:45])[CH2:19]3)[CH:14]=[CH:15][C:10]=2[O:9][CH2:8][C:7]1=[O:54].C(=O)([O-])O.[Na+].Cl[C:61]([O:63][CH2:64][C:65]1[CH:70]=[CH:69][CH:68]=[CH:67][CH:66]=1)=[O:62]. Product: [CH2:64]([O:63][C:61]([NH:1][CH2:2][CH2:3][CH2:4][CH2:5][N:6]1[C:11]2[CH:12]=[C:13]([CH2:16][O:17][CH:18]3[CH:23]([C:24]4[CH:29]=[CH:28][C:27]([O:30][CH2:31][CH2:32][CH2:33][O:34][CH2:35][C:36]5[CH:41]=[CH:40][CH:39]=[CH:38][C:37]=5[O:42][CH3:43])=[CH:26][CH:25]=4)[CH2:22][CH2:21][N:20]([C:44]([O:46][CH2:47][C:48]4[CH:49]=[CH:50][CH:51]=[CH:52][CH:53]=4)=[O:45])[CH2:19]3)[CH:14]=[CH:15][C:10]=2[O:9][CH2:8][C:7]1=[O:54])=[O:62])[C:65]1[CH:70]=[CH:69][CH:68]=[CH:67][CH:66]=1. The catalyst class is: 13.